From a dataset of Peptide-MHC class II binding affinity with 134,281 pairs from IEDB. Regression. Given a peptide amino acid sequence and an MHC pseudo amino acid sequence, predict their binding affinity value. This is MHC class II binding data. The MHC is HLA-DPA10301-DPB10402 with pseudo-sequence HLA-DPA10301-DPB10402. The binding affinity (normalized) is 0.642. The peptide sequence is EKKYFAATQFEPHAA.